Dataset: Reaction yield outcomes from USPTO patents with 853,638 reactions. Task: Predict the reaction yield, written as a fraction of the theoretical maximum amount of product (1.0 means a 100% yield; for example, 0.34 means a 34% yield). The reactants are Cl.[NH2:2][CH:3]([C:8]([O:10][CH3:11])=[O:9])[C:4]([O:6][CH3:7])=[O:5].[Cl:12][C:13]1[CH:21]=[CH:20][C:16]([C:17](Cl)=[O:18])=[CH:15][CH:14]=1.O. The catalyst is ClCCl. The product is [Cl:12][C:13]1[CH:21]=[CH:20][C:16]([C:17]([NH:2][CH:3]([C:8]([O:10][CH3:11])=[O:9])[C:4]([O:6][CH3:7])=[O:5])=[O:18])=[CH:15][CH:14]=1. The yield is 0.790.